This data is from Full USPTO retrosynthesis dataset with 1.9M reactions from patents (1976-2016). The task is: Predict the reactants needed to synthesize the given product. (1) Given the product [CH2:22]([O:29][C:30]1[CH:31]=[C:32]([C:2]2[S:3][CH:4]=[C:5]([C:7]3[CH:12]=[CH:11][C:10]([NH:13][S:14]([C:17]([F:20])([F:19])[F:18])(=[O:16])=[O:15])=[CH:9][C:8]=3[Cl:21])[N:6]=2)[CH:33]=[CH:34][C:35]=1[C:36]([F:37])([F:38])[F:39])[C:23]1[CH:24]=[CH:25][CH:26]=[CH:27][CH:28]=1, predict the reactants needed to synthesize it. The reactants are: Br[C:2]1[S:3][CH:4]=[C:5]([C:7]2[CH:12]=[CH:11][C:10]([NH:13][S:14]([C:17]([F:20])([F:19])[F:18])(=[O:16])=[O:15])=[CH:9][C:8]=2[Cl:21])[N:6]=1.[CH2:22]([O:29][C:30]1[CH:31]=[C:32](B(O)O)[CH:33]=[CH:34][C:35]=1[C:36]([F:39])([F:38])[F:37])[C:23]1[CH:28]=[CH:27][CH:26]=[CH:25][CH:24]=1.C(=O)([O-])[O-].[K+].[K+].CN(C)C=O. (2) Given the product [NH2:37][C:33]1[CH:32]=[C:31]([C:29]#[C:30][C:2]2[N:6]3[N:7]=[C:8]([C:11]4[CH:16]=[CH:15][C:14]([C:17]([N:19]5[CH2:20][CH2:21][O:22][CH2:23][CH2:24]5)=[O:18])=[C:13]([C:25]([F:28])([F:27])[F:26])[CH:12]=4)[CH:9]=[CH:10][C:5]3=[N:4][CH:3]=2)[CH:36]=[CH:35][N:34]=1, predict the reactants needed to synthesize it. The reactants are: I[C:2]1[N:6]2[N:7]=[C:8]([C:11]3[CH:16]=[CH:15][C:14]([C:17]([N:19]4[CH2:24][CH2:23][O:22][CH2:21][CH2:20]4)=[O:18])=[C:13]([C:25]([F:28])([F:27])[F:26])[CH:12]=3)[CH:9]=[CH:10][C:5]2=[N:4][CH:3]=1.[C:29]([C:31]1[CH:36]=[CH:35][N:34]=[C:33]([NH2:37])[CH:32]=1)#[CH:30]. (3) Given the product [OH-:16].[CH2:2]([N+:5]1[CH:6]=[CH:7][C:8]([N:11]2[CH2:15][CH2:14][CH2:13][CH2:12]2)=[CH:9][CH:10]=1)[CH2:3][CH3:4], predict the reactants needed to synthesize it. The reactants are: [I-].[CH2:2]([N+:5]1[CH:10]=[CH:9][C:8]([N:11]2[CH2:15][CH2:14][CH2:13][CH2:12]2)=[CH:7][CH:6]=1)[CH2:3][CH3:4].[OH-:16]. (4) Given the product [C:1]1([O:7][N:8]=[CH:29][C:27]2[N:28]=[C:24]([CH:21]3[CH2:20][CH2:19][N:18]([C:16](=[O:17])[CH2:15][N:14]4[C:10]([CH3:9])=[CH:11][C:12]([C:31]([F:32])([F:34])[F:33])=[N:13]4)[CH2:23][CH2:22]3)[S:25][CH:26]=2)[CH:6]=[CH:5][CH:4]=[CH:3][CH:2]=1, predict the reactants needed to synthesize it. The reactants are: [C:1]1([O:7][NH2:8])[CH:6]=[CH:5][CH:4]=[CH:3][CH:2]=1.[CH3:9][C:10]1[N:14]([CH2:15][C:16]([N:18]2[CH2:23][CH2:22][CH:21]([C:24]3[S:25][CH:26]=[C:27]([CH:29]=O)[N:28]=3)[CH2:20][CH2:19]2)=[O:17])[N:13]=[C:12]([C:31]([F:34])([F:33])[F:32])[CH:11]=1. (5) Given the product [OH:33][C:26]1[CH:27]=[C:28]([OH:32])[CH:29]=[C:30]2[C:25]=1[C:23](=[O:24])[CH2:22][CH:34]([C:36]1[CH:37]=[C:38]([CH:43]=[CH:44][CH:45]=1)[C:39]([O:41][CH3:42])=[O:40])[O:31]2, predict the reactants needed to synthesize it. The reactants are: OC1C=CC=C2C=1C(=O)CC(C1C=CC(OC)=C(O)C=1)O2.[CH3:22][C:23]([C:25]1[C:26]([OH:33])=[CH:27][C:28]([OH:32])=[CH:29][C:30]=1[OH:31])=[O:24].[CH:34]([C:36]1[CH:37]=[C:38]([CH:43]=[CH:44][CH:45]=1)[C:39]([O:41][CH3:42])=[O:40])=O. (6) Given the product [CH3:2][C:1]1[O:8][C:6](=[O:7])[C:5](=[CH:16][C:15]2[CH:18]=[CH:19][C:12]([O:11][C:10]([F:9])([F:20])[F:21])=[CH:13][CH:14]=2)[N:4]=1, predict the reactants needed to synthesize it. The reactants are: [C:1]([NH:4][CH2:5][C:6]([OH:8])=[O:7])(=O)[CH3:2].[F:9][C:10]([F:21])([F:20])[O:11][C:12]1[CH:19]=[CH:18][C:15]([CH:16]=O)=[CH:14][CH:13]=1.C([O-])(=O)C.[Na+].C(OC(=O)C)(=O)C. (7) The reactants are: [C:1]([O:5][C:6](=[O:21])[CH2:7][C@@H:8]([CH2:12][CH2:13][CH2:14][CH:15]1[CH2:20][CH2:19][CH2:18][CH2:17][CH2:16]1)[C:9]([OH:11])=O)([CH3:4])([CH3:3])[CH3:2].C(N1C=CN=C1)(N1C=CN=C1)=O.O[N:35]=[C:36]([NH2:40])[CH2:37][O:38][CH3:39]. Given the product [CH:15]1([CH2:14][CH2:13][CH2:12][C@@H:8]([C:9]2[O:11][N:40]=[C:36]([CH2:37][O:38][CH3:39])[N:35]=2)[CH2:7][C:6]([O:5][C:1]([CH3:2])([CH3:3])[CH3:4])=[O:21])[CH2:20][CH2:19][CH2:18][CH2:17][CH2:16]1, predict the reactants needed to synthesize it. (8) Given the product [N:15]1[C:16]2[C:21](=[CH:20][CH:19]=[CH:18][CH:17]=2)[CH:22]=[CH:23][C:14]=1[CH2:13][P:25](=[O:32])([O:29][CH2:30][CH3:31])[O:26][CH2:27][CH3:28], predict the reactants needed to synthesize it. The reactants are: C(NC(C)C)(C)C.[Li]CCCC.[CH3:13][C:14]1[CH:23]=[CH:22][C:21]2[C:16](=[CH:17][CH:18]=[CH:19][CH:20]=2)[N:15]=1.Cl[P:25](=[O:32])([O:29][CH2:30][CH3:31])[O:26][CH2:27][CH3:28].[NH4+].[Cl-]. (9) Given the product [C:52]([O:56][CH2:57][CH:58]([O:51][C:50](=[O:16])[NH:49][C:46]1[CH:47]=[CH:48][C:43]([S:42][CH3:41])=[CH:44][CH:45]=1)[CH2:59][CH3:60])(=[O:55])[CH:53]=[CH2:54], predict the reactants needed to synthesize it. The reactants are: C(C1C=C(C)C=C(C(C)(C)C)C=1[OH:16])(C)(C)C.CN(CCCN1CN(CCCN(C)C)CN(CCCN(C)C)C1)C.[CH3:41][S:42][C:43]1[CH:48]=[CH:47][C:46]([N:49]=[C:50]=[O:51])=[CH:45][CH:44]=1.[C:52]([O:56][CH2:57][CH2:58][CH:59](O)[CH3:60])(=[O:55])[CH:53]=[CH2:54].[N-]=C=O.